Dataset: Forward reaction prediction with 1.9M reactions from USPTO patents (1976-2016). Task: Predict the product of the given reaction. (1) Given the reactants [Cl:1][C:2]1[CH:3]=[C:4]([CH:9]=[C:10]([Cl:29])[C:11]=1[C:12]([N:14]1[C:22]2[CH:21]=[CH:20][N:19]=[C:18](NC(C3CC3)=O)[C:17]=2[CH:16]=[CH:15]1)=[O:13])[C:5]([O:7]C)=[O:6].[OH-].[Na+].[O:32]1[CH2:36][CH2:35][CH2:34][CH2:33]1, predict the reaction product. The product is: [Cl:1][C:2]1[CH:3]=[C:4]([CH:9]=[C:10]([Cl:29])[C:11]=1[C:12]([N:14]1[C:22]2[CH:21]=[CH:20][N:19]=[C:18]([C:36]([CH:35]3[CH2:33][CH2:34]3)=[O:32])[C:17]=2[CH:16]=[CH:15]1)=[O:13])[C:5]([OH:7])=[O:6]. (2) The product is: [Cl:1][C:2]1[C:3]2[N:10]([CH3:11])[CH:9]=[CH:8][C:4]=2[N:5]=[CH:6][N:7]=1. Given the reactants [Cl:1][C:2]1[C:3]2[NH:10][CH:9]=[CH:8][C:4]=2[N:5]=[CH:6][N:7]=1.[CH3:11]S(OC)(=O)=O.C(=O)([O-])[O-].[K+].[K+].[Cl-].[NH4+], predict the reaction product. (3) Given the reactants Cl[C:2]1[C:3]([CH:5]=[C:6]([NH:10][C:11]2[C:20]3[C:15](=[CH:16][C:17]([O:23][CH2:24][CH2:25][O:26][CH3:27])=[C:18]([O:21][CH3:22])[CH:19]=3)[N:14]=[CH:13][N:12]=2)[C:7](=[O:9])[CH:8]=1)=[O:4].[CH3:28][C:29]1[CH:30]=[C:31]([CH:34]=[CH:35][CH:36]=1)[CH2:32][NH2:33], predict the reaction product. The product is: [CH3:22][O:21][C:18]1[CH:19]=[C:20]2[C:15](=[CH:16][C:17]=1[O:23][CH2:24][CH2:25][O:26][CH3:27])[N:14]=[CH:13][N:12]=[C:11]2[NH:10][C:6]1[C:7]([CH:8]=[C:2]([NH:33][CH2:32][C:31]2[CH:34]=[CH:35][CH:36]=[C:29]([CH3:28])[CH:30]=2)[C:3](=[O:4])[CH:5]=1)=[O:9]. (4) The product is: [CH3:21][O:22][CH2:23][CH2:24][CH2:25][NH:26][C:2]1[C:3]2[CH:4]=[CH:5][C:6]([NH:20][CH2:19][C:17]3[O:18][C:14]([CH3:13])=[CH:15][CH:16]=3)=[N:7][C:8]=2[CH:9]=[CH:10][CH:11]=1. Given the reactants Br[C:2]1[CH:11]=[CH:10][CH:9]=[C:8]2[C:3]=1[CH:4]=[CH:5][C:6](Cl)=[N:7]2.[CH3:13][C:14]1[O:18][C:17]([CH2:19][NH2:20])=[CH:16][CH:15]=1.[CH3:21][O:22][CH2:23][CH2:24][CH2:25][NH2:26], predict the reaction product.